This data is from Forward reaction prediction with 1.9M reactions from USPTO patents (1976-2016). The task is: Predict the product of the given reaction. (1) Given the reactants [Si:1]([O:8][C@H:9]1[CH2:13][CH2:12][N:11]([CH2:14][C@@H:15]([N:26]([CH3:37])[C:27](=[O:36])[O:28][CH2:29][C:30]2[CH:35]=[CH:34][CH:33]=[CH:32][CH:31]=2)[C:16]2[CH:21]=[CH:20][CH:19]=[C:18]([C:22]([NH:24][NH2:25])=[O:23])[CH:17]=2)[CH2:10]1)([C:4]([CH3:7])([CH3:6])[CH3:5])([CH3:3])[CH3:2].[CH:38](OC)(OC)OC, predict the reaction product. The product is: [CH2:29]([O:28][C:27](=[O:36])[N:26]([C@@H:15]([C:16]1[CH:21]=[CH:20][CH:19]=[C:18]([C:22]2[O:23][CH:38]=[N:25][N:24]=2)[CH:17]=1)[CH2:14][N:11]1[CH2:12][CH2:13][C@H:9]([O:8][Si:1]([C:4]([CH3:7])([CH3:6])[CH3:5])([CH3:2])[CH3:3])[CH2:10]1)[CH3:37])[C:30]1[CH:31]=[CH:32][CH:33]=[CH:34][CH:35]=1. (2) Given the reactants [NH2:1][CH2:2][C:3]1[N:8]=[C:7]([C:9]2[S:13][C:12]([N:14]3[CH2:19][CH2:18][O:17][CH2:16][CH2:15]3)=[N:11][C:10]=2[C:20]2[C:21]([F:38])=[C:22]([NH:26][S:27]([C:30]3[CH:35]=[C:34]([F:36])[CH:33]=[CH:32][C:31]=3[F:37])(=[O:29])=[O:28])[CH:23]=[CH:24][CH:25]=2)[CH:6]=[CH:5][N:4]=1.[C:39](O)(=[O:41])[CH3:40], predict the reaction product. The product is: [F:37][C:31]1[CH:32]=[CH:33][C:34]([F:36])=[CH:35][C:30]=1[S:27]([NH:26][C:22]1[C:21]([F:38])=[C:20]([C:10]2[N:11]=[C:12]([N:14]3[CH2:19][CH2:18][O:17][CH2:16][CH2:15]3)[S:13][C:9]=2[C:7]2[CH:6]=[CH:5][N:4]=[C:3]([CH2:2][NH:1][C:39](=[O:41])[CH3:40])[N:8]=2)[CH:25]=[CH:24][CH:23]=1)(=[O:28])=[O:29]. (3) Given the reactants [H-].[Na+].[OH:3][CH:4]1[CH2:9][CH2:8][O:7][CH2:6][CH2:5]1.Br[CH2:11][C:12](=[CH2:18])[C:13]([O:15][CH2:16][CH3:17])=[O:14], predict the reaction product. The product is: [CH2:16]([O:15][C:13](=[O:14])[C:12]([CH2:18][O:3][CH:4]1[CH2:9][CH2:8][O:7][CH2:6][CH2:5]1)=[CH2:11])[CH3:17]. (4) Given the reactants C(NC(C)C)(C)C.C([Li])CCC.[Cl:13][C:14]1[CH:19]=[N:18][CH:17]=[C:16]([Cl:20])[N:15]=1.[CH2:21]([O:28][C@@H:29]1[C@@H:35]([O:36][CH2:37][C:38]2[CH:43]=[CH:42][CH:41]=[CH:40][CH:39]=2)[C@H:34]([O:44][CH2:45][C:46]2[CH:51]=[CH:50][CH:49]=[CH:48][CH:47]=2)[C@@H:33]([CH2:52][O:53][CH2:54][C:55]2[CH:60]=[CH:59][CH:58]=[CH:57][CH:56]=2)[O:32][C:30]1=[O:31])[C:22]1[CH:27]=[CH:26][CH:25]=[CH:24][CH:23]=1, predict the reaction product. The product is: [CH2:21]([O:28][C@@H:29]1[C@@H:35]([O:36][CH2:37][C:38]2[CH:43]=[CH:42][CH:41]=[CH:40][CH:39]=2)[C@H:34]([O:44][CH2:45][C:46]2[CH:47]=[CH:48][CH:49]=[CH:50][CH:51]=2)[C@@H:33]([CH2:52][O:53][CH2:54][C:55]2[CH:56]=[CH:57][CH:58]=[CH:59][CH:60]=2)[O:32][C:30]1([C:17]1[C:16]([Cl:20])=[N:15][C:14]([Cl:13])=[CH:19][N:18]=1)[OH:31])[C:22]1[CH:23]=[CH:24][CH:25]=[CH:26][CH:27]=1. (5) Given the reactants C(OC(=O)[NH:7][CH2:8][CH2:9][NH:10][C:11](=[O:39])[CH2:12][O:13][CH2:14][C:15]([NH:17][C@H:18]1[CH2:27][CH2:26][C@:25]2([OH:28])[C@@:20]34[C:35]5[C:30](=[CH:31][CH:32]=[C:33]([OH:37])[C:34]=5[O:36][C@@H:19]13)[CH2:29][CH:24]2[N:23]([CH3:38])[CH2:22][CH2:21]4)=[O:16])(C)(C)C.FC(F)(F)C(O)=O.CCOCC, predict the reaction product. The product is: [NH2:7][CH2:8][CH2:9][NH:10][C:11](=[O:39])[CH2:12][O:13][CH2:14][C:15]([NH:17][C@H:18]1[CH2:27][CH2:26][C@:25]2([OH:28])[C@@:20]34[C:35]5[C:30](=[CH:31][CH:32]=[C:33]([OH:37])[C:34]=5[O:36][C@@H:19]13)[CH2:29][CH:24]2[N:23]([CH3:38])[CH2:22][CH2:21]4)=[O:16].